Dataset: Reaction yield outcomes from USPTO patents with 853,638 reactions. Task: Predict the reaction yield, written as a fraction of the theoretical maximum amount of product (1.0 means a 100% yield; for example, 0.34 means a 34% yield). (1) The reactants are Cl.[CH3:2][O:3][C:4](=[O:10])[C@@H:5]1[CH2:9][CH2:8][CH2:7][NH:6]1.[CH2:11]([O:13][C:14]([NH:16][C@@H:17]([C:21]([S:24][CH:25]([CH3:27])[CH3:26])([CH3:23])[CH3:22])[C:18](O)=[O:19])=[O:15])[CH3:12].CN1CCOCC1.F[B-](F)(F)F.N1(OC(N(C)C)=[N+](C)C)C2C=CC=CC=2N=N1. The catalyst is CN(C)C=O.O. The product is [CH3:2][O:3][C:4]([C@@H:5]1[CH2:9][CH2:8][CH2:7][N:6]1[C:18](=[O:19])[C@@H:17]([NH:16][C:14]([O:13][CH2:11][CH3:12])=[O:15])[C:21]([S:24][CH:25]([CH3:27])[CH3:26])([CH3:22])[CH3:23])=[O:10]. The yield is 0.720. (2) The product is [CH3:1][NH:2][C:3]([N:5]1[C:13]2[C:8](=[CH:9][C:10]([O:14][C:15]3[CH:20]=[CH:19][N:18]=[C:17]([NH:21][C:31]([N:48]4[CH2:49][CH2:50][CH:45]([N:40]5[CH2:44][CH2:43][CH2:42][CH2:41]5)[CH2:46][CH2:47]4)=[O:32])[CH:16]=3)=[CH:11][CH:12]=2)[CH:7]=[CH:6]1)=[O:4]. The reactants are [CH3:1][NH:2][C:3]([N:5]1[C:13]2[C:8](=[CH:9][C:10]([O:14][C:15]3[CH:20]=[CH:19][N:18]=[C:17]([N:21]([C:31](OC4C=CC=CC=4)=[O:32])C(=O)OC4C=CC=CC=4)[CH:16]=3)=[CH:11][CH:12]=2)[CH:7]=[CH:6]1)=[O:4].[N:40]1([CH:45]2[CH2:50][CH2:49][NH:48][CH2:47][CH2:46]2)[CH2:44][CH2:43][CH2:42][CH2:41]1. The catalyst is CN(C)C=O. The yield is 0.730. (3) The reactants are [NH2:1][C:2]1[N:7]=[CH:6][N:5]=[C:4]2[N:8]([CH:12]([C:14]3[C:15]([O:33][CH2:34][CH3:35])=[C:16]([CH:22]4[CH2:25][N:24]([C:26]([O:28][C:29]([CH3:32])([CH3:31])[CH3:30])=[O:27])[CH2:23]4)[C:17]([F:21])=[C:18]([Cl:20])[CH:19]=3)[CH3:13])[N:9]=[C:10](I)[C:3]=12.N1C=CC=[CH:38][CH:37]=1.C(B1OB(C=C)OB(C=C)O1)=C.ClCCl.C(=O)([O-])[O-].[K+].[K+]. The catalyst is O1CCOCC1.O.C(OCC)(=O)C.C1C=CC(P(C2C=CC=CC=2)[C-]2C=CC=C2)=CC=1.C1C=CC(P(C2C=CC=CC=2)[C-]2C=CC=C2)=CC=1.Cl[Pd]Cl.[Fe+2]. The product is [NH2:1][C:2]1[N:7]=[CH:6][N:5]=[C:4]2[N:8]([CH:12]([C:14]3[C:15]([O:33][CH2:34][CH3:35])=[C:16]([CH:22]4[CH2:25][N:24]([C:26]([O:28][C:29]([CH3:32])([CH3:31])[CH3:30])=[O:27])[CH2:23]4)[C:17]([F:21])=[C:18]([Cl:20])[CH:19]=3)[CH3:13])[N:9]=[C:10]([CH:37]=[CH2:38])[C:3]=12. The yield is 0.640. (4) The reactants are [C:1]([O:5][C:6]([N:8]1[CH2:13][CH2:12][C:11]([CH:20]2[CH2:25][CH2:24][CH2:23][CH2:22][CH2:21]2)([CH2:14]OS(C)(=O)=O)[CH2:10][CH2:9]1)=[O:7])([CH3:4])([CH3:3])[CH3:2].[N-:26]=[N+:27]=[N-:28].[Na+]. The catalyst is CN(C=O)C. The product is [C:1]([O:5][C:6]([N:8]1[CH2:13][CH2:12][C:11]([CH:20]2[CH2:25][CH2:24][CH2:23][CH2:22][CH2:21]2)([CH2:14][N:26]=[N+:27]=[N-:28])[CH2:10][CH2:9]1)=[O:7])([CH3:4])([CH3:3])[CH3:2]. The yield is 0.760. (5) The reactants are [N+](=[CH:3][C:4]([CH:6]1[CH2:11][CH2:10][O:9][CH2:8][CH2:7]1)=[O:5])=[N-].[BrH:12].C(O)(=O)C. No catalyst specified. The product is [Br:12][CH2:3][C:4]([CH:6]1[CH2:11][CH2:10][O:9][CH2:8][CH2:7]1)=[O:5]. The yield is 0.666. (6) The reactants are Br[C:2]1[CH:7]=[CH:6][N:5]=[C:4]([NH:8][C@@H:9]2[CH2:14][CH2:13][CH2:12][CH2:11][C@H:10]2[NH:15][C@H:16]2[CH2:21][CH2:20][CH2:19][N:18]([C:22]3[CH:27]=[CH:26][C:25]([C:28]([F:31])([F:30])[F:29])=[CH:24][CH:23]=3)[CH2:17]2)[CH:3]=1.[C:32]([O-:35])(=[O:34])C.[K+]. The catalyst is CS(C)=O.C([O-])(=O)C.[Pd+2].C([O-])(=O)C.C1(P(C2C=CC=CC=2)[C-]2C=CC=C2)C=CC=CC=1.[C-]1(P(C2C=CC=CC=2)C2C=CC=CC=2)C=CC=C1.[Fe+2]. The product is [F:29][C:28]([F:31])([F:30])[C:25]1[CH:26]=[CH:27][C:22]([N:18]2[CH2:19][CH2:20][CH2:21][C@H:16]([NH:15][C@@H:10]3[CH2:11][CH2:12][CH2:13][CH2:14][C@H:9]3[NH:8][C:4]3[CH:3]=[C:2]([CH:7]=[CH:6][N:5]=3)[C:32]([OH:35])=[O:34])[CH2:17]2)=[CH:23][CH:24]=1. The yield is 0.690.